Predict the product of the given reaction. From a dataset of Forward reaction prediction with 1.9M reactions from USPTO patents (1976-2016). Given the reactants [CH2:1]([O:5][C:6]1[N:14]=[C:13]2[C:9]([N:10]=[C:11]([O:25]C)[N:12]2[CH2:15][CH2:16][CH2:17][CH2:18][CH:19]2[CH2:24][CH2:23][CH2:22][NH:21][CH2:20]2)=[C:8]([NH2:27])[N:7]=1)[CH2:2][CH2:3][CH3:4].I[CH2:29][CH2:30][CH3:31], predict the reaction product. The product is: [NH2:27][C:8]1[N:7]=[C:6]([O:5][CH2:1][CH2:2][CH2:3][CH3:4])[N:14]=[C:13]2[C:9]=1[NH:10][C:11](=[O:25])[N:12]2[CH2:15][CH2:16][CH2:17][CH2:18][CH:19]1[CH2:24][CH2:23][CH2:22][N:21]([CH2:29][CH2:30][CH3:31])[CH2:20]1.